This data is from Full USPTO retrosynthesis dataset with 1.9M reactions from patents (1976-2016). The task is: Predict the reactants needed to synthesize the given product. The reactants are: [Cl:1][C:2]1[CH:3]=[C:4]([CH:8]=[CH:9][C:10]=1[O:11][CH:12]([CH3:14])[CH3:13])[C:5]([OH:7])=O.CCN=C=NCCCN(C)C.Cl.Cl.C1C=CC2N(O)N=NC=2C=1.O[NH:39][C:40]([C:42]1[CH:43]=[C:44]2[C:48](=[CH:49][CH:50]=1)[NH:47][N:46]=[CH:45]2)=[NH:41]. Given the product [Cl:1][C:2]1[CH:3]=[C:4]([C:5]2[O:7][N:39]=[C:40]([C:42]3[CH:43]=[C:44]4[C:48](=[CH:49][CH:50]=3)[NH:47][N:46]=[CH:45]4)[N:41]=2)[CH:8]=[CH:9][C:10]=1[O:11][CH:12]([CH3:14])[CH3:13], predict the reactants needed to synthesize it.